This data is from Full USPTO retrosynthesis dataset with 1.9M reactions from patents (1976-2016). The task is: Predict the reactants needed to synthesize the given product. Given the product [Cl:1][C:2]1[N:3]=[C:4]([N:17]2[CH2:22][CH2:21][O:20][CH2:19][CH2:18]2)[C:5]2[O:10][C:9]3[N:11]=[CH:12][C:13]([CH2:15][N:24]([CH3:25])[CH3:23])=[CH:14][C:8]=3[C:6]=2[N:7]=1, predict the reactants needed to synthesize it. The reactants are: [Cl:1][C:2]1[N:3]=[C:4]([N:17]2[CH2:22][CH2:21][O:20][CH2:19][CH2:18]2)[C:5]2[O:10][C:9]3[N:11]=[CH:12][C:13]([CH:15]=O)=[CH:14][C:8]=3[C:6]=2[N:7]=1.[CH3:23][NH:24][CH3:25].[BH-](OC(C)=O)(OC(C)=O)OC(C)=O.[Na+].